From a dataset of Full USPTO retrosynthesis dataset with 1.9M reactions from patents (1976-2016). Predict the reactants needed to synthesize the given product. Given the product [F:16][C:17]1[CH:18]=[CH:19][C:20]2=[C:21]([CH:37]=1)[O:22][CH2:23][C:24]1[CH:34]=[C:33]([CH:35]([OH:36])[C:9]3[N:5]4[CH:6]=[CH:7][CH:8]=[C:3]([O:2][CH3:1])[C:4]4=[N:11][C:10]=3[CH2:12][O:13][CH3:14])[CH:32]=[CH:31][C:25]=1/[C:26]/2=[C:27](/[CH3:30])\[C:28]#[N:29], predict the reactants needed to synthesize it. The reactants are: [CH3:1][O:2][C:3]1[C:4]2[N:5]([C:9](I)=[C:10]([CH2:12][O:13][CH3:14])[N:11]=2)[CH:6]=[CH:7][CH:8]=1.[F:16][C:17]1[CH:18]=[CH:19][C:20]2=[C:21]([CH:37]=1)[O:22][CH2:23][C:24]1[CH:34]=[C:33]([CH:35]=[O:36])[CH:32]=[CH:31][C:25]=1/[C:26]/2=[C:27](/[CH3:30])\[C:28]#[N:29].